From a dataset of Forward reaction prediction with 1.9M reactions from USPTO patents (1976-2016). Predict the product of the given reaction. (1) Given the reactants Br[C:2]1[CH:7]=[CH:6][N:5]=[C:4]([Cl:8])[CH:3]=1.C([Mg]Cl)(C)C.[CH3:14][CH:15]1[CH2:20][CH2:19][CH2:18][C:17](=[O:21])[CH2:16]1, predict the reaction product. The product is: [Cl:8][C:4]1[CH:3]=[C:2]([C:17]2([OH:21])[CH2:18][CH2:19][CH2:20][CH:15]([CH3:14])[CH2:16]2)[CH:7]=[CH:6][N:5]=1. (2) Given the reactants [Cl:1][C:2]1[CH:3]=[C:4]2[C:9](=[CH:10][C:11]=1[O:12][C:13]1[CH:18]=[CH:17][C:16]([C:19](=[O:31])[NH:20][CH2:21][CH2:22][C:23]3[CH:28]=[CH:27][C:26]([Cl:29])=[CH:25][C:24]=3[Cl:30])=[CH:15][CH:14]=1)[O:8][CH2:7][CH2:6][CH:5]2[C:32]([OH:34])=[O:33].C[O-].[Na+:37], predict the reaction product. The product is: [Cl:1][C:2]1[CH:3]=[C:4]2[C:9](=[CH:10][C:11]=1[O:12][C:13]1[CH:18]=[CH:17][C:16]([C:19](=[O:31])[NH:20][CH2:21][CH2:22][C:23]3[CH:28]=[CH:27][C:26]([Cl:29])=[CH:25][C:24]=3[Cl:30])=[CH:15][CH:14]=1)[O:8][CH2:7][CH2:6][CH:5]2[C:32]([O-:34])=[O:33].[Na+:37]. (3) Given the reactants [CH2:1]([O:5][C:6]1[CH:12]=[CH:11][C:9]([NH2:10])=[CH:8][CH:7]=1)[CH2:2][CH2:3][CH3:4].Cl[C:14]1[C:23]2[C:18](=[CH:19][CH:20]=[CH:21][CH:22]=2)[N:17]=[CH:16][CH:15]=1.CCN(C(C)C)C(C)C.CO.C(Cl)Cl, predict the reaction product. The product is: [CH2:1]([O:5][C:6]1[CH:7]=[CH:8][C:9]([NH:10][C:14]2[C:23]3[C:18](=[CH:19][CH:20]=[CH:21][CH:22]=3)[N:17]=[CH:16][CH:15]=2)=[CH:11][CH:12]=1)[CH2:2][CH2:3][CH3:4]. (4) Given the reactants [CH:1]1([C:7]2[C:15]3[C:10](=[CH:11][C:12]([C:16]([O:18][CH3:19])=[O:17])=[CH:13][CH:14]=3)[N:9]([CH2:20][CH:21]3[O:25][CH2:24][CH2:23][O:22]3)[C:8]=2[C:26]2[CH:31]=[CH:30][CH:29]=[CH:28][C:27]=2[CH:32]=[N:33]O)[CH2:6][CH2:5][CH2:4][CH2:3][CH2:2]1, predict the reaction product. The product is: [NH2:33][CH2:32][C:27]1[CH:28]=[CH:29][CH:30]=[CH:31][C:26]=1[C:8]1[N:9]([CH2:20][CH:21]2[O:25][CH2:24][CH2:23][O:22]2)[C:10]2[C:15]([C:7]=1[CH:1]1[CH2:2][CH2:3][CH2:4][CH2:5][CH2:6]1)=[CH:14][CH:13]=[C:12]([C:16]([O:18][CH3:19])=[O:17])[CH:11]=2. (5) Given the reactants [Br:1][C:2]1[CH:33]=[CH:32][C:5]([CH2:6][O:7][C:8]2[CH:13]=[CH:12][C:11]([C@@H:14]3[C@@H:17]([CH2:18][CH2:19][C:20]([O:22]C)=[O:21])[C:16](=[O:24])[N:15]3[C:25]3[CH:30]=[CH:29][C:28]([F:31])=[CH:27][CH:26]=3)=[CH:10][CH:9]=2)=[CH:4][CH:3]=1.[OH-].[K+].Cl.C(OCC)(=O)C, predict the reaction product. The product is: [Br:1][C:2]1[CH:3]=[CH:4][C:5]([CH2:6][O:7][C:8]2[CH:13]=[CH:12][C:11]([C@@H:14]3[C@@H:17]([CH2:18][CH2:19][C:20]([OH:22])=[O:21])[C:16](=[O:24])[N:15]3[C:25]3[CH:26]=[CH:27][C:28]([F:31])=[CH:29][CH:30]=3)=[CH:10][CH:9]=2)=[CH:32][CH:33]=1.